From a dataset of NCI-60 drug combinations with 297,098 pairs across 59 cell lines. Regression. Given two drug SMILES strings and cell line genomic features, predict the synergy score measuring deviation from expected non-interaction effect. (1) Drug 1: CNC(=O)C1=NC=CC(=C1)OC2=CC=C(C=C2)NC(=O)NC3=CC(=C(C=C3)Cl)C(F)(F)F. Drug 2: COCCOC1=C(C=C2C(=C1)C(=NC=N2)NC3=CC=CC(=C3)C#C)OCCOC.Cl. Cell line: SN12C. Synergy scores: CSS=-3.05, Synergy_ZIP=-1.10, Synergy_Bliss=-3.59, Synergy_Loewe=-10.1, Synergy_HSA=-8.68. (2) Drug 1: COC1=NC(=NC2=C1N=CN2C3C(C(C(O3)CO)O)O)N. Drug 2: CC1=C(C(=O)C2=C(C1=O)N3CC4C(C3(C2COC(=O)N)OC)N4)N. Cell line: PC-3. Synergy scores: CSS=10.7, Synergy_ZIP=-2.72, Synergy_Bliss=2.33, Synergy_Loewe=-11.5, Synergy_HSA=0.743. (3) Drug 1: C1CN1P(=S)(N2CC2)N3CC3. Drug 2: CC1CCC2CC(C(=CC=CC=CC(CC(C(=O)C(C(C(=CC(C(=O)CC(OC(=O)C3CCCCN3C(=O)C(=O)C1(O2)O)C(C)CC4CCC(C(C4)OC)OCCO)C)C)O)OC)C)C)C)OC. Cell line: COLO 205. Synergy scores: CSS=17.8, Synergy_ZIP=-4.06, Synergy_Bliss=4.03, Synergy_Loewe=-1.57, Synergy_HSA=1.52.